This data is from Full USPTO retrosynthesis dataset with 1.9M reactions from patents (1976-2016). The task is: Predict the reactants needed to synthesize the given product. (1) Given the product [CH2:15]([N:22]1[CH2:26][CH2:25][CH:24]([NH:27][C:2]2[N:11]=[C:10]([N:12]([CH3:14])[CH3:13])[C:9]3[C:4](=[CH:5][CH:6]=[CH:7][CH:8]=3)[N:3]=2)[CH2:23]1)[C:16]1[CH:17]=[CH:18][CH:19]=[CH:20][CH:21]=1, predict the reactants needed to synthesize it. The reactants are: Cl[C:2]1[N:11]=[C:10]([N:12]([CH3:14])[CH3:13])[C:9]2[C:4](=[CH:5][CH:6]=[CH:7][CH:8]=2)[N:3]=1.[CH2:15]([N:22]1[CH2:26][CH2:25][CH:24]([NH2:27])[CH2:23]1)[C:16]1[CH:21]=[CH:20][CH:19]=[CH:18][CH:17]=1.C([O-])(O)=O.[Na+]. (2) Given the product [NH2:23][C:22]1[C:24]2[CH:29]=[CH:28][C:27](=[O:30])[N:26]([C:31]3[C:32]([F:38])=[CH:33][CH:34]=[CH:35][C:36]=3[F:37])[C:25]=2[S:39][C:18]=1[C:19]([N:1]1[CH2:5][CH2:4][CH2:3][C@@H:2]1[CH2:6][OH:7])=[O:20], predict the reactants needed to synthesize it. The reactants are: [NH:1]1[CH2:5][CH2:4][CH2:3][C@@H:2]1[CH2:6][OH:7].C(N(CC)C(C)C)(C)C.Cl[CH2:18][C:19](Cl)=[O:20].[C:22]([C:24]1[CH:29]=[CH:28][C:27](=[O:30])[N:26]([C:31]2[C:36]([F:37])=[CH:35][CH:34]=[CH:33][C:32]=2[F:38])[C:25]=1[S-:39])#[N:23].[Na+].